From a dataset of Forward reaction prediction with 1.9M reactions from USPTO patents (1976-2016). Predict the product of the given reaction. (1) Given the reactants [CH:1]1([N:5]2[CH2:11][CH2:10][C:9]3[CH:12]=[CH:13][C:14]([C:16]4[N:21]=[CH:20][C:19]([C:22]([O:24]C)=[O:23])=[CH:18][CH:17]=4)=[CH:15][C:8]=3[CH2:7][CH2:6]2)[CH2:4][CH2:3][CH2:2]1.[OH-].[Li+], predict the reaction product. The product is: [CH:1]1([N:5]2[CH2:11][CH2:10][C:9]3[CH:12]=[CH:13][C:14]([C:16]4[N:21]=[CH:20][C:19]([C:22]([OH:24])=[O:23])=[CH:18][CH:17]=4)=[CH:15][C:8]=3[CH2:7][CH2:6]2)[CH2:2][CH2:3][CH2:4]1. (2) Given the reactants [N+:1]([C:4]1[CH:13]=[C:12]2[C:7]([CH2:8][CH2:9][NH:10][CH2:11]2)=[CH:6][CH:5]=1)([O-])=O, predict the reaction product. The product is: [CH2:11]1[C:12]2[C:7](=[CH:6][CH:5]=[C:4]([NH2:1])[CH:13]=2)[CH2:8][CH2:9][NH:10]1.